From a dataset of Catalyst prediction with 721,799 reactions and 888 catalyst types from USPTO. Predict which catalyst facilitates the given reaction. (1) Reactant: [C:1]1([C:7]2[N:8]=[C:9]([CH:12]([NH2:14])[CH3:13])[NH:10][CH:11]=2)[CH:6]=[CH:5][CH:4]=[CH:3][CH:2]=1.[CH3:15][C:16]([CH3:18])=O.[BH-](OC(C)=O)(OC(C)=O)OC(C)=O.[Na+]. Product: [CH:16]([NH:14][CH:12]([C:9]1[NH:10][CH:11]=[C:7]([C:1]2[CH:2]=[CH:3][CH:4]=[CH:5][CH:6]=2)[N:8]=1)[CH3:13])([CH3:18])[CH3:15]. The catalyst class is: 26. (2) Reactant: [CH:1]([N:4]1[C:9](=[O:10])[CH:8]=[CH:7][C:6]([C:11]2[C:16]([C:17]3[CH:22]=[CH:21][CH:20]=[CH:19][CH:18]=3)=[N:15][CH:14]=[C:13]([NH:23]CC3C=CC(OC)=CC=3)[N:12]=2)=[N:5]1)([CH3:3])[CH3:2].Cl. Product: [NH2:23][C:13]1[N:12]=[C:11]([C:6]2[CH:7]=[CH:8][C:9](=[O:10])[N:4]([CH:1]([CH3:3])[CH3:2])[N:5]=2)[C:16]([C:17]2[CH:18]=[CH:19][CH:20]=[CH:21][CH:22]=2)=[N:15][CH:14]=1. The catalyst class is: 11. (3) Reactant: [CH:1]([N:4]1[C:9](=[O:10])[CH:8]=[CH:7][C:6]([C:11]2[CH:12]=[C:13]([C:24]#[N:25])[C:14](=[O:23])[NH:15][C:16]=2[C:17]2[CH:22]=[CH:21][CH:20]=[CH:19][CH:18]=2)=[N:5]1)([CH3:3])[CH3:2].OO.C([O-])([O-])=[O:29].[K+].[K+].Cl. The catalyst class is: 197. Product: [CH:1]([N:4]1[C:9](=[O:10])[CH:8]=[CH:7][C:6]([C:11]2[CH:12]=[C:13]([C:24]([NH2:25])=[O:29])[C:14](=[O:23])[NH:15][C:16]=2[C:17]2[CH:22]=[CH:21][CH:20]=[CH:19][CH:18]=2)=[N:5]1)([CH3:3])[CH3:2]. (4) Reactant: [S:1]([C:5]1[CH:6]=[C:7]([CH:11]=[C:12]([C:14]([F:17])([F:16])[F:15])[CH:13]=1)[C:8]([OH:10])=[O:9])(=[O:4])(=[O:3])[NH2:2].[CH3:18][C:19](=O)[CH2:20][CH2:21][C:22](=O)[CH3:23].O.C1(C)C=CC(S(O)(=O)=O)=CC=1. Product: [CH3:23][C:22]1[N:2]([S:1]([C:5]2[CH:6]=[C:7]([CH:11]=[C:12]([C:14]([F:16])([F:15])[F:17])[CH:13]=2)[C:8]([OH:10])=[O:9])(=[O:3])=[O:4])[C:19]([CH3:18])=[CH:20][CH:21]=1. The catalyst class is: 11. (5) The catalyst class is: 428. Product: [CH:1]1([N:7]2[C:12]3[C:13]4[CH:19]=[CH:18][NH:17][C:14]=4[N:15]=[CH:16][C:11]=3[CH:10]=[N:9][C:8]2=[O:20])[CH2:2][CH2:3][CH2:4][CH2:5][CH2:6]1. Reactant: [CH:1]1([N:7]2[C:12]3[C:13]4[CH:19]=[CH:18][NH:17][C:14]=4[N:15]=[CH:16][C:11]=3[CH2:10][NH:9][C:8]2=[O:20])[CH2:6][CH2:5][CH2:4][CH2:3][CH2:2]1.C(Cl)(Cl)Cl.CO. (6) Reactant: F[C:2]1[N:7]=[CH:6][C:5]([C:8]2[C:17]3[C:12](=[CH:13][C:14]([O:20][CH3:21])=[C:15]([O:18][CH3:19])[CH:16]=3)[N:11]=[N:10][CH:9]=2)=[CH:4][C:3]=1[CH3:22].[N:23]1[CH:28]=[CH:27][CH:26]=[CH:25][C:24]=1[C:29]1([OH:35])[CH2:34][CH2:33][NH:32][CH2:31][CH2:30]1. Product: [CH3:19][O:18][C:15]1[CH:16]=[C:17]2[C:12](=[CH:13][C:14]=1[O:20][CH3:21])[N:11]=[N:10][CH:9]=[C:8]2[C:5]1[CH:4]=[C:3]([CH3:22])[C:2]([N:32]2[CH2:33][CH2:34][C:29]([C:24]3[CH:25]=[CH:26][CH:27]=[CH:28][N:23]=3)([OH:35])[CH2:30][CH2:31]2)=[N:7][CH:6]=1. The catalyst class is: 58.